From a dataset of Catalyst prediction with 721,799 reactions and 888 catalyst types from USPTO. Predict which catalyst facilitates the given reaction. (1) Reactant: Cl.[CH3:2][C:3]1([CH3:20])[C:11]2[C:6](=[CH:7][CH:8]=[C:9]([C:12]3[N:16]([CH3:17])[C:15]([C:18]#[N:19])=[CH:14][CH:13]=3)[CH:10]=2)[NH:5][CH2:4]1.C(N([CH2:26][CH3:27])CC)C.C[S:29](Cl)(=[O:31])=[O:30]. Product: [CH2:26]([S:29]([N:5]1[C:6]2[C:11](=[CH:10][C:9]([C:12]3[N:16]([CH3:17])[C:15]([C:18]#[N:19])=[CH:14][CH:13]=3)=[CH:8][CH:7]=2)[C:3]([CH3:20])([CH3:2])[CH2:4]1)(=[O:31])=[O:30])[CH3:27]. The catalyst class is: 124. (2) Reactant: [CH2:1]([N:5]([CH:30]1[CH2:35][CH2:34][O:33][CH2:32][CH2:31]1)[C:6]1[C:7]([O:28][CH3:29])=[N:8][N:9]2[C:13]([C:14]3[C:19]([O:20][CH3:21])=[CH:18][C:17]([CH2:22][O:23][CH2:24][CH3:25])=[CH:16][C:15]=3[O:26][CH3:27])=[CH:12][S:11][C:10]=12)[CH2:2][CH2:3][CH3:4].CC(C)=O.[BrH:40]. Product: [BrH:40].[CH2:1]([N:5]([CH:30]1[CH2:31][CH2:32][O:33][CH2:34][CH2:35]1)[C:6]1[C:7]([O:28][CH3:29])=[N:8][N:9]2[C:13]([C:14]3[C:15]([O:26][CH3:27])=[CH:16][C:17]([CH2:22][O:23][CH2:24][CH3:25])=[CH:18][C:19]=3[O:20][CH3:21])=[CH:12][S:11][C:10]=12)[CH2:2][CH2:3][CH3:4]. The catalyst class is: 6. (3) Reactant: [OH:1][CH:2]([C:26]1[CH:31]=[CH:30][CH:29]=[CH:28][CH:27]=1)[CH2:3][CH2:4][CH:5]1[C:8](=[O:9])[N:7]([C:10]2[CH:17]=[CH:16][C:13]([C:14]#[N:15])=[CH:12][CH:11]=2)[CH:6]1[C:18]1[CH:23]=[CH:22][C:21]([O:24][CH3:25])=[CH:20][CH:19]=1.N.[H][H]. Product: [NH2:15][CH2:14][C:13]1[CH:16]=[CH:17][C:10]([N:7]2[CH:6]([C:18]3[CH:23]=[CH:22][C:21]([O:24][CH3:25])=[CH:20][CH:19]=3)[CH:5]([CH2:4][CH2:3][CH:2]([OH:1])[C:26]3[CH:27]=[CH:28][CH:29]=[CH:30][CH:31]=3)[C:8]2=[O:9])=[CH:11][CH:12]=1. The catalyst class is: 171. (4) Product: [Br:3][C:4]1[CH:5]=[C:6]([C:13]([O:15][CH3:16])=[O:14])[C:7]2[CH:8]=[CH:9][N:10]([CH:18]([CH2:20][CH3:21])[CH3:19])[C:11]=2[CH:12]=1. Reactant: [H-].[Na+].[Br:3][C:4]1[CH:5]=[C:6]([C:13]([O:15][CH3:16])=[O:14])[C:7]2[CH:8]=[CH:9][NH:10][C:11]=2[CH:12]=1.Br[CH:18]([CH2:20][CH3:21])[CH3:19]. The catalyst class is: 18. (5) Reactant: Cl[C:2]1[N:11]=[C:10]([NH:12][CH2:13][CH:14]2[CH2:16][C@@:15]2([C:24]2[CH:29]=[CH:28][CH:27]=[CH:26][CH:25]=2)[C:17]([N:19]([CH2:22][CH3:23])[CH2:20][CH3:21])=[O:18])[C:9]2[C:4](=[CH:5][CH:6]=[CH:7][CH:8]=2)[N:3]=1.[CH3:30][C:31]1[C:36](B(O)O)=[CH:35][N:34]2[CH:40]=[CH:41][N:42]=[C:33]2[CH:32]=1.C(NC1C2C(=CC=CC=2)N=C(C2SC3C=CC=CC=3C=2)N=1)(C1C=CC=CC=1)C1C=CC=CC=1. Product: [CH2:20]([N:19]([CH2:22][CH3:23])[C:17]([C@:15]1([C:24]2[CH:29]=[CH:28][CH:27]=[CH:26][CH:25]=2)[CH2:16][C@@H:14]1[CH2:13][NH:12][C:10]1[C:9]2[C:4](=[CH:5][CH:6]=[CH:7][CH:8]=2)[N:3]=[C:2]([C:36]2[C:31]([CH3:30])=[CH:32][C:33]3[N:34]([CH:40]=[CH:41][N:42]=3)[CH:35]=2)[N:11]=1)=[O:18])[CH3:21]. The catalyst class is: 147. (6) Reactant: [C:1]1([CH3:11])[CH:6]=[CH:5][C:4]([S:7](Cl)(=[O:9])=[O:8])=[CH:3][CH:2]=1.[CH2:12]([N:15]([CH2:25][CH:26]=[CH2:27])[CH2:16][CH2:17][CH2:18][CH2:19][CH2:20][CH2:21][CH2:22][CH2:23][OH:24])[CH:13]=[CH2:14].N1C=CC=CC=1.O. Product: [CH2:25]([N:15]([CH2:12][CH:13]=[CH2:14])[CH2:16][CH2:17][CH2:18][CH2:19][CH2:20][CH2:21][CH2:22][CH2:23][O:24][S:7]([C:4]1[CH:5]=[CH:6][C:1]([CH3:11])=[CH:2][CH:3]=1)(=[O:9])=[O:8])[CH:26]=[CH2:27]. The catalyst class is: 22. (7) Reactant: [OH:1][C:2]1[CH:7]=[C:6]([CH3:8])[C:5]([NH:9][CH:10]=[O:11])=[C:4]([CH3:12])[C:3]=1[CH3:13].Br[CH2:15][C:16]([CH3:25])=[CH:17][C:18]1[CH:23]=[CH:22][C:21]([CH3:24])=[CH:20][CH:19]=1. Product: [CH3:12][C:4]1[C:3]([CH3:13])=[C:2]([O:1][CH2:15][C:16]([CH3:25])=[CH:17][C:18]2[CH:19]=[CH:20][C:21]([CH3:24])=[CH:22][CH:23]=2)[CH:7]=[C:6]([CH3:8])[C:5]=1[NH:9][CH:10]=[O:11]. The catalyst class is: 175. (8) Reactant: C(O[C:4](=[C:11]1[C:19]2[C:14](=[CH:15][CH:16]=[C:17]([N+:20]([O-:22])=[O:21])[CH:18]=2)[NH:13][C:12]1=[O:23])[C:5]1[CH:10]=[CH:9][CH:8]=[CH:7][CH:6]=1)C.[C:24]([O:28][C:29]([NH:31][C@@H:32]([C:34]1[CH:40]=[CH:39][C:37]([NH2:38])=[CH:36][CH:35]=1)[CH3:33])=[O:30])([CH3:27])([CH3:26])[CH3:25]. Product: [C:24]([O:28][C:29]([NH:31][C@@H:32]([C:34]1[CH:40]=[CH:39][C:37]([NH:38]/[C:4](=[C:11]2\[C:12](=[O:23])[NH:13][C:14]3[C:19]\2=[CH:18][C:17]([N+:20]([O-:22])=[O:21])=[CH:16][CH:15]=3)/[C:5]2[CH:10]=[CH:9][CH:8]=[CH:7][CH:6]=2)=[CH:36][CH:35]=1)[CH3:33])=[O:30])([CH3:25])([CH3:26])[CH3:27]. The catalyst class is: 3. (9) Reactant: [I:1][C:2]1[S:3][C:4](I)=[CH:5][CH:6]=1.[CH3:8][C@H:9]1[CH2:14][CH2:13][C@H:12]([C:15]([N:17]([CH:30]([CH3:32])[CH3:31])[C:18]2[CH:19]=[C:20](B(O)O)[S:21][C:22]=2[C:23]([O:25][CH3:26])=[O:24])=[O:16])[CH2:11][CH2:10]1.[F-].[Cs+]. Product: [I:1][C:2]1[S:3][C:4]([C:20]2[S:21][C:22]([C:23]([O:25][CH3:26])=[O:24])=[C:18]([N:17]([C:15]([C@H:12]3[CH2:13][CH2:14][C@H:9]([CH3:8])[CH2:10][CH2:11]3)=[O:16])[CH:30]([CH3:31])[CH3:32])[CH:19]=2)=[CH:5][CH:6]=1. The catalyst class is: 149.